Predict the reaction yield, written as a fraction of the theoretical maximum amount of product (1.0 means a 100% yield; for example, 0.34 means a 34% yield). From a dataset of Reaction yield outcomes from USPTO patents with 853,638 reactions. (1) The reactants are [O:1]1[C:5]2[CH:6]=[CH:7][C:8]([C:10]([CH2:29][CH3:30])=[C:11]([C:22]3[CH:27]=[CH:26][C:25]([OH:28])=[CH:24][CH:23]=3)[C:12]3[CH:17]=[CH:16][C:15]([O:18][CH2:19][CH2:20]Cl)=[CH:14][CH:13]=3)=[CH:9][C:4]=2[N:3]=[CH:2]1.[CH3:31][NH2:32]. The catalyst is CO. The product is [O:1]1[C:5]2[CH:6]=[CH:7][C:8]([C:10]([CH2:29][CH3:30])=[C:11]([C:22]3[CH:27]=[CH:26][C:25]([OH:28])=[CH:24][CH:23]=3)[C:12]3[CH:17]=[CH:16][C:15]([O:18][CH2:19][CH2:20][NH:32][CH3:31])=[CH:14][CH:13]=3)=[CH:9][C:4]=2[N:3]=[CH:2]1. The yield is 0.250. (2) The product is [NH2:8][C:9]1[CH:10]=[C:2]([Br:1])[C:3]([F:13])=[CH:4][C:5]=1[C:6]([OH:12])=[O:14]. The reactants are [Br:1][C:2]1[CH:10]=[C:9]2[C:5]([C:6](=[O:12])C(=O)[NH:8]2)=[CH:4][C:3]=1[F:13].[OH-:14].[Na+].OO.Cl. The yield is 0.250. No catalyst specified. (3) The reactants are [C:1]([N:9]1[C:14](=[O:15])[C:13]([I:16])=[CH:12][NH:11][C:10]1=[O:17])(=[O:8])[C:2]1[CH:7]=[CH:6][CH:5]=[CH:4][CH:3]=1.C([O-])([O-])=O.[K+].[K+].Br[CH2:25][CH2:26][CH2:27][CH2:28][Cl:29].O. The catalyst is CN(C=O)C. The product is [C:1]([N:9]1[C:14](=[O:15])[C:13]([I:16])=[CH:12][N:11]([CH2:25][CH2:26][CH2:27][CH2:28][Cl:29])[C:10]1=[O:17])(=[O:8])[C:2]1[CH:7]=[CH:6][CH:5]=[CH:4][CH:3]=1. The yield is 0.980. (4) The reactants are [F:1][C:2]1[C:11](CC=C)=[C:10]2[C:5]([CH:6]=[CH:7][C:8]([O:15][CH3:16])=[N:9]2)=[N:4][CH:3]=1.[OH2:17].[C:18]([OH:22])(C)([CH3:20])[CH3:19]. No catalyst specified. The product is [F:1][C:2]1[CH:3]=[N:4][C:5]2[C:10]([C:11]=1[CH2:19][CH:18]([OH:22])[CH2:20][OH:17])=[N:9][C:8]([O:15][CH3:16])=[CH:7][CH:6]=2. The yield is 0.920.